From a dataset of Catalyst prediction with 721,799 reactions and 888 catalyst types from USPTO. Predict which catalyst facilitates the given reaction. Reactant: [F:1][C:2]1[CH:3]=[CH:4][C:5]([C:8]([NH:10][C:11](=[O:13])[CH3:12])=[CH2:9])=[N:6][CH:7]=1. Product: [F:1][C:2]1[CH:3]=[CH:4][C:5]([CH:8]([NH:10][C:11](=[O:13])[CH3:12])[CH3:9])=[N:6][CH:7]=1. The catalyst class is: 50.